Dataset: Forward reaction prediction with 1.9M reactions from USPTO patents (1976-2016). Task: Predict the product of the given reaction. (1) Given the reactants [C:1]([O:5][C:6]([N:8]1[CH2:16][C:15]2[C:10](=[CH:11][CH:12]=[CH:13][CH:14]=2)[CH:9]1[C:17](=O)[NH:18][CH2:19][C:20]([C:22]1[CH:27]=[CH:26][C:25]([C:28]2[CH:33]=[CH:32][C:31]([C:34]3[N:35]=[C:36]([CH:39]4[CH2:43][CH2:42][CH2:41][N:40]4[C:44](=[O:54])[CH:45]([NH:49][C:50]([O:52][CH3:53])=[O:51])[CH:46]([CH3:48])[CH3:47])[NH:37][CH:38]=3)=[CH:30][CH:29]=2)=[CH:24][CH:23]=1)=O)=[O:7])([CH3:4])([CH3:3])[CH3:2].C([O-])(=O)C.[NH4+:60], predict the reaction product. The product is: [C:1]([O:5][C:6]([N:8]1[CH2:16][C:15]2[C:10](=[CH:11][CH:12]=[CH:13][CH:14]=2)[CH:9]1[C:17]1[NH:60][C:20]([C:22]2[CH:23]=[CH:24][C:25]([C:28]3[CH:33]=[CH:32][C:31]([C:34]4[N:35]=[C:36]([CH:39]5[CH2:43][CH2:42][CH2:41][N:40]5[C:44](=[O:54])[CH:45]([NH:49][C:50]([O:52][CH3:53])=[O:51])[CH:46]([CH3:47])[CH3:48])[NH:37][CH:38]=4)=[CH:30][CH:29]=3)=[CH:26][CH:27]=2)=[CH:19][N:18]=1)=[O:7])([CH3:2])([CH3:4])[CH3:3]. (2) Given the reactants [CH3:1][CH:2]([CH3:12])[CH2:3][C:4](=[O:11])/[CH:5]=[CH:6]/[C:7]([O:9][CH3:10])=[O:8].C1(C)C=CC(S([CH2:22][N+:23]#[C-:24])(=O)=O)=CC=1.[H-].[Na+].[Cl-].[NH4+], predict the reaction product. The product is: [CH3:1][CH:2]([CH3:12])[CH2:3][C:4]([C:5]1[C:6]([C:7]([O:9][CH3:10])=[O:8])=[CH:22][NH:23][CH:24]=1)=[O:11]. (3) Given the reactants Cl[C:2]1[C:7]([F:8])=[CH:6][N:5]=[C:4]2[N:9]([Si](C(C)C)(C(C)C)C(C)C)[CH:10]=[CH:11][C:3]=12.[I-:22].[Na+].[C:24](Cl)(=[O:26])[CH3:25], predict the reaction product. The product is: [C:24]([N:9]1[C:4]2=[N:5][CH:6]=[C:7]([F:8])[C:2]([I:22])=[C:3]2[CH:11]=[CH:10]1)(=[O:26])[CH3:25]. (4) Given the reactants C([O:8][C:9]1[CH:14]=[C:13]([O:15]CC2C=CC=CC=2)[C:12]([CH:23]=[CH:24][C:25]2[CH:30]=[CH:29][C:28]([O:31][CH3:32])=[C:27]([O:33][CH3:34])[CH:26]=2)=[CH:11][C:10]=1[C:35]1[N:36]([C:41]2[CH:42]=[C:43]3[C:47](=[CH:48][CH:49]=2)[N:46]([CH3:50])[CH:45]=[CH:44]3)[C:37]([OH:40])=[N:38][N:39]=1)C1C=CC=CC=1, predict the reaction product. The product is: [CH3:34][O:33][C:27]1[CH:26]=[C:25]([CH2:24][CH2:23][C:12]2[CH:11]=[C:10]([C:35]3[N:36]([C:41]4[CH:42]=[C:43]5[C:47](=[CH:48][CH:49]=4)[N:46]([CH3:50])[CH:45]=[CH:44]5)[C:37]([OH:40])=[N:38][N:39]=3)[C:9]([OH:8])=[CH:14][C:13]=2[OH:15])[CH:30]=[CH:29][C:28]=1[O:31][CH3:32]. (5) Given the reactants [H-].[Na+].Cl.Cl[C:5]1[CH:10]=[CH:9][N:8]=[CH:7][CH:6]=1.[C:11]([O:15][C:16]([N:18]1[CH2:23][CH2:22][CH:21]([OH:24])[CH2:20][CH2:19]1)=[O:17])([CH3:14])([CH3:13])[CH3:12].C(=O)([O-])O.[Na+], predict the reaction product. The product is: [N:8]1[CH:9]=[CH:10][C:5]([O:24][CH:21]2[CH2:20][CH2:19][N:18]([C:16]([O:15][C:11]([CH3:14])([CH3:13])[CH3:12])=[O:17])[CH2:23][CH2:22]2)=[CH:6][CH:7]=1. (6) Given the reactants C([O:3][C:4](=[O:39])[C:5]([CH3:38])([O:7][C:8]1[CH:13]=[CH:12][C:11]([O:14][CH2:15][CH2:16][C:17]2[N:18]=[C:19]([C:23]3[CH:28]=[CH:27][C:26]([B:29]4[O:33][C:32]([CH3:35])([CH3:34])[C:31]([CH3:37])([CH3:36])[O:30]4)=[CH:25][CH:24]=3)[O:20][C:21]=2[CH3:22])=[CH:10][CH:9]=1)[CH3:6])C.Cl, predict the reaction product. The product is: [CH3:38][C:5]([O:7][C:8]1[CH:13]=[CH:12][C:11]([O:14][CH2:15][CH2:16][C:17]2[N:18]=[C:19]([C:23]3[CH:24]=[CH:25][C:26]([B:29]4[O:33][C:32]([CH3:35])([CH3:34])[C:31]([CH3:37])([CH3:36])[O:30]4)=[CH:27][CH:28]=3)[O:20][C:21]=2[CH3:22])=[CH:10][CH:9]=1)([CH3:6])[C:4]([OH:39])=[O:3]. (7) Given the reactants [C:1]([O:5][C:6]([N:8]1[CH2:36][CH2:35][C:11]2([C:15](=[O:16])[N:14]([C:17]3[CH:22]=[CH:21][C:20]([CH:23]4[CH2:28][CH2:27][CH:26](OS(C)(=O)=O)[CH2:25][CH2:24]4)=[CH:19][C:18]=3[F:34])[CH2:13][CH2:12]2)[CH2:10][CH2:9]1)=[O:7])([CH3:4])([CH3:3])[CH3:2].[NH:37]1[CH2:41][CH2:40][CH2:39][CH2:38]1.C([O-])([O-])=O.[K+].[K+], predict the reaction product. The product is: [C:1]([O:5][C:6]([N:8]1[CH2:9][CH2:10][C:11]2([C:15](=[O:16])[N:14]([C:17]3[CH:22]=[CH:21][C:20]([CH:23]4[CH2:28][CH2:27][CH:26]([N:37]5[CH2:41][CH2:40][CH2:39][CH2:38]5)[CH2:25][CH2:24]4)=[CH:19][C:18]=3[F:34])[CH2:13][CH2:12]2)[CH2:35][CH2:36]1)=[O:7])([CH3:4])([CH3:2])[CH3:3]. (8) Given the reactants [O:1]1[CH:5]=[CH:4][C:3]([C:6]2[C:7]([O:27][CH3:28])=[C:8]([C:13]([CH2:16][S:17]([C:20]3[CH:25]=[CH:24][CH:23]=[CH:22][C:21]=3[OH:26])(=[O:19])=[O:18])=[CH:14][CH:15]=2)[C:9]([O:11][CH3:12])=[O:10])=[CH:2]1.C(=O)([O-])[O-].[Cs+].[Cs+].Cl.Br[CH2:37][CH2:38][N:39]([CH2:42][CH3:43])[CH2:40][CH3:41].O, predict the reaction product. The product is: [CH2:38]([N:39]([CH2:42][CH3:43])[CH2:40][CH2:41][O:26][C:21]1[CH:22]=[CH:23][CH:24]=[CH:25][C:20]=1[S:17]([CH2:16][C:13]1[C:8]([C:9]([O:11][CH3:12])=[O:10])=[C:7]([O:27][CH3:28])[C:6]([C:3]2[CH:4]=[CH:5][O:1][CH:2]=2)=[CH:15][CH:14]=1)(=[O:19])=[O:18])[CH3:37].